Dataset: Peptide-MHC class II binding affinity with 134,281 pairs from IEDB. Task: Regression. Given a peptide amino acid sequence and an MHC pseudo amino acid sequence, predict their binding affinity value. This is MHC class II binding data. (1) The peptide sequence is IQYVNYWFAPGAGAA. The MHC is HLA-DQA10201-DQB10202 with pseudo-sequence HLA-DQA10201-DQB10202. The binding affinity (normalized) is 0.361. (2) The peptide sequence is AVWVDGKARTAWVDS. The MHC is DRB1_0401 with pseudo-sequence DRB1_0401. The binding affinity (normalized) is 0.364. (3) The peptide sequence is AGIMIFDPYGATISA. The MHC is HLA-DQA10501-DQB10301 with pseudo-sequence HLA-DQA10501-DQB10301. The binding affinity (normalized) is 0.586. (4) The peptide sequence is EKKYFAATQFERLAA. The MHC is HLA-DPA10201-DPB11401 with pseudo-sequence HLA-DPA10201-DPB11401. The binding affinity (normalized) is 0.829. (5) The peptide sequence is GRVTLVLLAVVPVAL. The MHC is HLA-DQA10501-DQB10201 with pseudo-sequence HLA-DQA10501-DQB10201. The binding affinity (normalized) is 0.301. (6) The peptide sequence is TMLLGMLMICSAA. The MHC is HLA-DPA10301-DPB10402 with pseudo-sequence HLA-DPA10301-DPB10402. The binding affinity (normalized) is 0.503. (7) The peptide sequence is RVDGLELKKLGEVSW. The MHC is DRB4_0103 with pseudo-sequence DRB4_0103. The binding affinity (normalized) is 0.365. (8) The peptide sequence is ANGYFSGHVIPACKN. The MHC is HLA-DQA10401-DQB10402 with pseudo-sequence HLA-DQA10401-DQB10402. The binding affinity (normalized) is 0.154.